Dataset: Full USPTO retrosynthesis dataset with 1.9M reactions from patents (1976-2016). Task: Predict the reactants needed to synthesize the given product. (1) Given the product [O:1]=[C:2]1[CH2:7][CH2:6][C@@H:5]([C:8]([O:10][CH3:11])=[O:9])[C@H:4]([C:12]([O:14][CH3:15])=[O:13])[CH2:3]1, predict the reactants needed to synthesize it. The reactants are: [O:1]=[C:2]1[CH2:7][CH2:6][CH:5]([C:8]([O:10][CH3:11])=[O:9])[CH:4]([C:12]([O:14][CH3:15])=[O:13])[CH2:3]1.P([O-])([O-])([O-])=O.[OH-].[Na+]. (2) Given the product [F:18][C:19]1[CH:20]=[C:21]2[C:25](=[CH:26][CH:27]=1)[NH:24][C:23](=[O:28])[C:22]2=[CH:29][N:17]([C:14]1[CH:13]=[CH:12][C:11]([O:10][CH2:9][CH2:8][CH2:7][N:1]2[CH2:2][CH2:3][CH2:4][CH2:5][CH2:6]2)=[CH:16][CH:15]=1)[C:11]1[CH:16]=[CH:15][CH:14]=[CH:13][CH:12]=1, predict the reactants needed to synthesize it. The reactants are: [N:1]1([CH2:7][CH2:8][CH2:9][O:10][C:11]2[CH:16]=[CH:15][C:14]([NH2:17])=[CH:13][CH:12]=2)[CH2:6][CH2:5][CH2:4][CH2:3][CH2:2]1.[F:18][C:19]1[CH:20]=[C:21]2[C:25](=[CH:26][CH:27]=1)[NH:24][C:23](=[O:28])[C:22]2=[CH:29]O. (3) The reactants are: [CH3:1][O:2][C:3]1[CH:8]=[C:7]([N+:9]([O-])=O)[CH:6]=[CH:5][C:4]=1[S:12]([CH2:14][CH2:15][O:16][CH2:17][CH2:18][O:19][CH2:20][CH2:21][O:22][CH3:23])=[O:13]. Given the product [CH3:1][O:2][C:3]1[CH:8]=[C:7]([CH:6]=[CH:5][C:4]=1[S:12]([CH2:14][CH2:15][O:16][CH2:17][CH2:18][O:19][CH2:20][CH2:21][O:22][CH3:23])=[O:13])[NH2:9], predict the reactants needed to synthesize it.